Dataset: Retrosynthesis with 50K atom-mapped reactions and 10 reaction types from USPTO. Task: Predict the reactants needed to synthesize the given product. (1) The reactants are: CC1(C)OB(c2ccc(NC(N)=O)cc2)OC1(C)C.FC(F)(F)C1(c2ccc(I)cc2)N=N1. Given the product NC(=O)Nc1ccc(-c2ccc(C3(C(F)(F)F)N=N3)cc2)cc1, predict the reactants needed to synthesize it. (2) Given the product CCCCc1cc(N2CCN(C(=O)Cc3ccc(OCCCN4CCCCCC4)cc3)CC2)c2nc(CCC(=O)OC)ccc2c1, predict the reactants needed to synthesize it. The reactants are: CCCCc1cc(N2CCNCC2)c2nc(CCC(=O)OC)ccc2c1.O=C(O)Cc1ccc(OCCCN2CCCCCC2)cc1. (3) Given the product COc1nnc(C(C)(F)F)cc1COS(C)(=O)=O, predict the reactants needed to synthesize it. The reactants are: COc1nnc(C(C)(F)F)cc1CO.CS(=O)(=O)Cl. (4) The reactants are: N#Cc1cc(Oc2ccc(N)cc2)ccn1.Nc1nc(Cl)cc(Cl)n1. Given the product N#Cc1cc(Oc2ccc(Nc3cc(Cl)nc(N)n3)cc2)ccn1, predict the reactants needed to synthesize it. (5) The reactants are: O=C(NC1CC(CCOCc2ccccc2)Nc2ccc(C(F)(F)F)cc21)OCc1ccccc1.O=C(OC(=O)C(F)(F)F)C(F)(F)F. Given the product O=C(NC1CC(CCOCc2ccccc2)N(C(=O)C(F)(F)F)c2ccc(C(F)(F)F)cc21)OCc1ccccc1, predict the reactants needed to synthesize it. (6) Given the product CC[C@H](Nc1ncnc(N)c1-c1ncn(C)n1)c1nc2cccc(Cl)c2c(=O)n1-c1ccc(F)cc1, predict the reactants needed to synthesize it. The reactants are: CC[C@H](N)c1nc2cccc(Cl)c2c(=O)n1-c1ccc(F)cc1.Cn1cnc(-c2c(N)ncnc2Cl)n1. (7) Given the product COc1ccccc1C1(N[C@@H](CCC(=O)N(C)C)C(=O)N(C)C)C(=O)Nc2ccc(Cl)cc21, predict the reactants needed to synthesize it. The reactants are: CN(C)C(=O)CC[C@H](N)C(=O)N(C)C.COc1ccccc1C1(Cl)C(=O)Nc2ccc(Cl)cc21. (8) Given the product FCc1cccc(C#CCCc2cnc3cc(F)c(F)cc3n2)n1, predict the reactants needed to synthesize it. The reactants are: C#CCCc1cnc2cc(F)c(F)cc2n1.FCc1cccc(Br)n1. (9) Given the product Clc1ccc2ccn(-c3ccccc3)c2c1, predict the reactants needed to synthesize it. The reactants are: Clc1ccc2cc[nH]c2c1.Ic1ccccc1. (10) Given the product CC(O)(c1ccc(F)cc1)C1CCN(CCc2ccc(Cl)s2)CC1, predict the reactants needed to synthesize it. The reactants are: CC(O)(c1ccc(F)cc1)C1CCNCC1.ClCCc1ccc(Cl)s1.